Predict the product of the given reaction. From a dataset of Forward reaction prediction with 1.9M reactions from USPTO patents (1976-2016). (1) Given the reactants [ClH:1].C[O:3][C:4]1[CH:23]=[CH:22][C:21]([O:24][C:25]([F:28])([F:27])[F:26])=[CH:20][C:5]=1[CH2:6][C@@H:7]1[CH2:12][CH2:11][CH2:10][N:9]([NH2:13])[C@@H:8]1[C:14]1[CH:19]=[CH:18][CH:17]=[CH:16][CH:15]=1.OC1C=CC(OC(F)(F)F)=CC=1C=O, predict the reaction product. The product is: [ClH:1].[OH:3][C:4]1[CH:23]=[CH:22][C:21]([O:24][C:25]([F:28])([F:26])[F:27])=[CH:20][C:5]=1[CH2:6][C@@H:7]1[CH2:12][CH2:11][CH2:10][N:9]([NH2:13])[C@@H:8]1[C:14]1[CH:15]=[CH:16][CH:17]=[CH:18][CH:19]=1. (2) Given the reactants [N:1]1([CH2:7][CH2:8][C:9]([NH:11][C:12]2[CH:17]=[CH:16][C:15]([C:18]3[N:19]=[C:20]4[C:25]([CH3:26])=[CH:24][CH:23]=[CH:22][N:21]4[CH:27]=3)=[CH:14][CH:13]=2)=O)[CH2:6][CH2:5][CH2:4]C[CH2:2]1, predict the reaction product. The product is: [N:1]1([CH2:7][CH2:8][CH2:9][NH:11][C:12]2[CH:13]=[CH:14][C:15]([C:18]3[N:19]=[C:20]4[C:25]([CH3:26])=[CH:24][CH:23]=[CH:22][N:21]4[CH:27]=3)=[CH:16][CH:17]=2)[CH2:6][CH2:5][CH2:4][CH2:2]1. (3) Given the reactants [OH:1][CH2:2][CH:3]([CH2:6][OH:7])[CH2:4][OH:5].Cl[C:9]([O:11][CH3:12])=[O:10], predict the reaction product. The product is: [CH3:12][O:11][C:9]([O:1][CH2:2][CH:3]([CH2:6][OH:7])[CH2:4][OH:5])=[O:10]. (4) Given the reactants C(OC([N:11]1[CH2:16][CH2:15][CH:14]([NH:17][C:18](=[O:53])[NH:19][C:20]2[CH:25]=[CH:24][C:23]([C:26]3[N:34]=[C:33]4[C:29]([N:30]=[CH:31][N:32]4[CH:35]4[CH2:40][CH2:39][N:38](CC5NC=CC=5)[CH2:37][CH2:36]4)=[C:28]([C:47]4[CH2:48][CH2:49][O:50][CH2:51][CH:52]=4)[N:27]=3)=[CH:22][CH:21]=2)[CH2:13][CH2:12]1)=O)C1C=CC=CC=1, predict the reaction product. The product is: [O:50]1[CH2:51][CH:52]=[C:47]([C:28]2[N:27]=[C:26]([C:23]3[CH:24]=[CH:25][C:20]([NH:19][C:18]([NH:17][CH:14]4[CH2:15][CH2:16][NH:11][CH2:12][CH2:13]4)=[O:53])=[CH:21][CH:22]=3)[N:34]=[C:33]3[C:29]=2[N:30]=[CH:31][N:32]3[CH:35]2[CH2:40][CH2:39][NH:38][CH2:37][CH2:36]2)[CH2:48][CH2:49]1. (5) Given the reactants [F:1][C:2]1[C:7]([N+:8]([O-])=O)=[CH:6][CH:5]=[CH:4][C:3]=1[C:11]1[CH:16]=[CH:15][CH:14]=[CH:13][C:12]=1[F:17].Cl, predict the reaction product. The product is: [F:1][C:2]1[C:7]([NH2:8])=[CH:6][CH:5]=[CH:4][C:3]=1[C:11]1[CH:16]=[CH:15][CH:14]=[CH:13][C:12]=1[F:17]. (6) Given the reactants [NH2:1][C:2]1[C:3]([Cl:19])=[CH:4][C:5]([Cl:18])=[C:6]([N:8]2[C:12](=[O:13])[N:11]([CH:14]([F:16])[F:15])[C:10]([CH3:17])=[N:9]2)[CH:7]=1.O.C1(C)C(C)=CC=CC=1.C(=O)([O-])[O-].[Na+].[Na+].[CH3:35][S:36](Cl)(=[O:38])=[O:37].C(=O)([O-])[O-].[K+].[K+].Cl, predict the reaction product. The product is: [Cl:19][C:3]1[CH:4]=[C:5]([Cl:18])[C:6]([N:8]2[C:12](=[O:13])[N:11]([CH:14]([F:15])[F:16])[C:10]([CH3:17])=[N:9]2)=[CH:7][C:2]=1[NH:1][S:36]([CH3:35])(=[O:38])=[O:37]. (7) The product is: [Cl:1][C:2]1[CH:3]=[C:4]2[C:9](=[CH:10][CH:11]=1)[C@@:8]1([CH2:17][O:16][C:15]3[CH:18]=[CH:19][C:20]([C:22]([O:24][CH3:25])=[O:23])=[CH:21][C:14]=3[NH:13][CH2:12]1)[CH2:7][CH2:6][CH2:5]2. Given the reactants [Cl:1][C:2]1[CH:3]=[C:4]2[C:9](=[CH:10][CH:11]=1)[C@@:8]1([CH2:17][O:16][C:15]3[CH:18]=[CH:19][C:20]([C:22]([OH:24])=[O:23])=[CH:21][C:14]=3[NH:13][CH2:12]1)[CH2:7][CH2:6][CH2:5]2.[CH3:25]O, predict the reaction product.